This data is from Catalyst prediction with 721,799 reactions and 888 catalyst types from USPTO. The task is: Predict which catalyst facilitates the given reaction. Reactant: C(O[BH-](OC(=O)C)OC(=O)C)(=O)C.[Na+].[NH2:15][C@H:16]([C@@H:20]([CH3:23])[CH2:21][CH3:22])[C:17]([OH:19])=[O:18].[CH:24]([C:26]1[CH:31]=[CH:30][N:29]=[C:28]2[N:32]([C:39]([O:41][C:42]([CH3:45])([CH3:44])[CH3:43])=[O:40])[CH:33]=[C:34]([C:35]([O:37][CH3:38])=[O:36])[C:27]=12)=O. Product: [C:42]([O:41][C:39]([N:32]1[C:28]2=[N:29][CH:30]=[CH:31][C:26]([CH2:24][NH:15][C@H:16]([C@@H:20]([CH3:23])[CH2:21][CH3:22])[C:17]([OH:19])=[O:18])=[C:27]2[C:34]([C:35]([O:37][CH3:38])=[O:36])=[CH:33]1)=[O:40])([CH3:45])([CH3:44])[CH3:43]. The catalyst class is: 2.